Dataset: Forward reaction prediction with 1.9M reactions from USPTO patents (1976-2016). Task: Predict the product of the given reaction. (1) Given the reactants [CH3:1][N:2]1[CH2:8][C:6](=[O:7])[NH:5][C:3]1=[O:4].[H-].[Na+].BrC[C:13]1[CH:18]=[CH:17][CH:16]=[CH:15][C:14]=1[C:19]([O:21][CH3:22])=[O:20].[CH3:23]N(C=O)C, predict the reaction product. The product is: [CH3:22][O:21][C:19](=[O:20])[C:14]1[CH:13]=[CH:18][CH:17]=[C:16]([CH2:23][N:5]2[C:6](=[O:7])[CH2:8][N:2]([CH3:1])[C:3]2=[O:4])[CH:15]=1. (2) Given the reactants Br[C:2]1[C:7]([N+:8]([O-:10])=[O:9])=[CH:6][C:5]([Br:11])=[CH:4][N:3]=1.[CH3:12][O:13][C:14]1[CH:19]=[CH:18][C:17](B(O)O)=[CH:16][CH:15]=1.C(=O)([O-])[O-].[Na+].[Na+], predict the reaction product. The product is: [Br:11][C:5]1[CH:6]=[C:7]([N+:8]([O-:10])=[O:9])[C:2]([C:17]2[CH:18]=[CH:19][C:14]([O:13][CH3:12])=[CH:15][CH:16]=2)=[N:3][CH:4]=1. (3) Given the reactants [F:1][C:2]1[S:6][C:5]([C@:7]23[CH2:15][N:14]([C:16]4[N:21]=[CH:20][CH:19]=[CH:18][N:17]=4)[CH2:13][C@H:12]2[CH2:11][S:10][C:9]([NH2:22])=[N:8]3)=[CH:4][CH:3]=1.[ClH:23], predict the reaction product. The product is: [ClH:23].[F:1][C:2]1[S:6][C:5]([C@:7]23[CH2:15][N:14]([C:16]4[N:17]=[CH:18][CH:19]=[CH:20][N:21]=4)[CH2:13][C@H:12]2[CH2:11][S:10][C:9]([NH2:22])=[N:8]3)=[CH:4][CH:3]=1. (4) Given the reactants [F:1][C:2]1[N:10]=[CH:9][CH:8]=[CH:7][C:3]=1[C:4](Cl)=[O:5].[C:11]([C:15]1[CH:21]=[CH:20][C:18]([NH2:19])=[CH:17][CH:16]=1)([CH3:14])([CH3:13])[CH3:12].C([O-])(O)=O.[Na+], predict the reaction product. The product is: [C:11]([C:15]1[CH:16]=[CH:17][C:18]([NH:19][C:4](=[O:5])[C:3]2[CH:7]=[CH:8][CH:9]=[N:10][C:2]=2[F:1])=[CH:20][CH:21]=1)([CH3:14])([CH3:12])[CH3:13]. (5) Given the reactants [F:1][C:2]1[CH:3]=[C:4]([CH:7]=[CH:8][C:9]=1F)[CH:5]=[O:6].[Cl:11][C:12]1[N:17]=[CH:16][C:15]([OH:18])=[CH:14][CH:13]=1.C(=O)([O-])[O-].[K+].[K+], predict the reaction product. The product is: [Cl:11][C:12]1[N:17]=[CH:16][C:15]([O:18][C:9]2[CH:8]=[CH:7][C:4]([CH:5]=[O:6])=[CH:3][C:2]=2[F:1])=[CH:14][CH:13]=1. (6) The product is: [C:27]([N:30]1[CH2:34][CH2:33][N:32]([C:2]2[CH:3]=[CH:4][C:5]([C:10]([N:12]3[CH2:17][CH2:16][N:15]([C:18]4[C:23]([CH3:24])=[CH:22][C:21]([CH2:25][CH3:26])=[CH:20][N:19]=4)[CH2:14][CH2:13]3)=[O:11])=[C:6]([CH:9]=2)[C:7]#[N:8])[C:31]1=[O:35])(=[O:29])[CH3:28]. Given the reactants Br[C:2]1[CH:3]=[CH:4][C:5]([C:10]([N:12]2[CH2:17][CH2:16][N:15]([C:18]3[C:23]([CH3:24])=[CH:22][C:21]([CH2:25][CH3:26])=[CH:20][N:19]=3)[CH2:14][CH2:13]2)=[O:11])=[C:6]([CH:9]=1)[C:7]#[N:8].[C:27]([N:30]1[CH2:34][CH2:33][NH:32][C:31]1=[O:35])(=[O:29])[CH3:28], predict the reaction product.